Dataset: Reaction yield outcomes from USPTO patents with 853,638 reactions. Task: Predict the reaction yield, written as a fraction of the theoretical maximum amount of product (1.0 means a 100% yield; for example, 0.34 means a 34% yield). (1) The reactants are [CH:1]([C:3]1[CH:8]=[CH:7][C:6]([C:9]2[CH:14]=[CH:13][C:12]([CH2:15][CH2:16][C:17]([C:19]3[O:20][C:21]([C:24]4[N:29]=[C:28]([C:30]([O:32][CH3:33])=[O:31])[CH:27]=[CH:26][CH:25]=4)=[CH:22][N:23]=3)=[O:18])=[CH:11][CH:10]=2)=[CH:5][CH:4]=1)=O.[CH3:34][N:35]1[CH2:40][CH2:39][NH:38][CH2:37][CH2:36]1.[BH-](OC(C)=O)(OC(C)=O)OC(C)=O.[Na+]. The catalyst is ClC(Cl)C. The product is [CH3:34][N:35]1[CH2:40][CH2:39][N:38]([CH2:1][C:3]2[CH:8]=[CH:7][C:6]([C:9]3[CH:10]=[CH:11][C:12]([CH2:15][CH2:16][C:17]([C:19]4[O:20][C:21]([C:24]5[N:29]=[C:28]([C:30]([O:32][CH3:33])=[O:31])[CH:27]=[CH:26][CH:25]=5)=[CH:22][N:23]=4)=[O:18])=[CH:13][CH:14]=3)=[CH:5][CH:4]=2)[CH2:37][CH2:36]1. The yield is 0.580. (2) The reactants are [Si:1]([O:8][C:9]1[CH:14]=[CH:13][C:12]([C:15]2([C:21]#[N:22])[CH2:20][CH2:19][O:18][CH2:17][CH2:16]2)=[CH:11][CH:10]=1)([C:4]([CH3:7])([CH3:6])[CH3:5])([CH3:3])[CH3:2].[H-].[Al+3].[Li+].[H-].[H-].[H-].O.[OH-].[Na+]. The catalyst is C1COCC1. The product is [Si:1]([O:8][C:9]1[CH:14]=[CH:13][C:12]([C:15]2([CH2:21][NH2:22])[CH2:16][CH2:17][O:18][CH2:19][CH2:20]2)=[CH:11][CH:10]=1)([C:4]([CH3:7])([CH3:6])[CH3:5])([CH3:3])[CH3:2]. The yield is 0.580. (3) The reactants are I[C:2]1[CH:3]=[CH:4][C:5]2[N:6]([CH:8]=[C:9]([NH:11][C:12]([CH:14]3[CH2:16][CH:15]3C)=[O:13])[N:10]=2)[N:7]=1.C(=O)([O-])[O-].[K+].[K+].[NH2:24][C:25]1[CH:30]=[CH:29][C:28]([SH:31])=[CH:27][CH:26]=1.O. The catalyst is CN(C)C=O. The product is [NH2:24][C:25]1[CH:30]=[CH:29][C:28]([S:31][C:2]2[CH:3]=[CH:4][C:5]3[N:6]([CH:8]=[C:9]([NH:11][C:12]([CH:14]4[CH2:15][CH2:16]4)=[O:13])[N:10]=3)[N:7]=2)=[CH:27][CH:26]=1. The yield is 0.770. (4) The reactants are C([O:3][C:4]([C:6]1[C:7]([C:12]2[CH:17]=[CH:16][C:15]([F:18])=[C:14]([F:19])[CH:13]=2)=[N:8][O:9][C:10]=1[CH3:11])=O)C.C(OC(C1C(C2C=CC=C(F)C=2)=NOC=1C)=O)C. No catalyst specified. The product is [F:19][C:14]1[CH:13]=[C:12]([C:7]2[C:6]([CH2:4][OH:3])=[C:10]([CH3:11])[O:9][N:8]=2)[CH:17]=[CH:16][C:15]=1[F:18]. The yield is 0.480. (5) The reactants are [C:1]([O:5][C:6]([N:8]1[CH2:13][CH2:12][N:11]([C:14]2[C:19]([N+:20]([O-])=O)=[CH:18][C:17]([Cl:23])=[CH:16][N:15]=2)[CH2:10][CH2:9]1)=[O:7])([CH3:4])([CH3:3])[CH3:2].C(OCC)(=O)C. The catalyst is [Pt]=S.CO. The product is [C:1]([O:5][C:6]([N:8]1[CH2:9][CH2:10][N:11]([C:14]2[C:19]([NH2:20])=[CH:18][C:17]([Cl:23])=[CH:16][N:15]=2)[CH2:12][CH2:13]1)=[O:7])([CH3:4])([CH3:2])[CH3:3]. The yield is 0.800. (6) The reactants are Br[C:2]1[CH:7]=[CH:6][C:5]([C:8]2[C:9]3[C:14]([C:15]([C:22]4[CH:27]=[CH:26][CH:25]=[CH:24][CH:23]=4)=[C:16]4[C:21]=2[CH:20]=[CH:19][CH:18]=[CH:17]4)=[CH:13][CH:12]=[CH:11][CH:10]=3)=[CH:4][CH:3]=1.[CH:28]1[C:44]2[C:43]3[C:42]4[C:41]5[CH:45]=[CH:46][CH:47]=[CH:48][C:40]=5[CH:39]=[CH:38][C:37]=4[NH:36][C:35]=3[CH:34]=[CH:33][C:32]=2[CH:31]=[CH:30][CH:29]=1.CC(C)([O-])C.[Na+].C(P(C(C)(C)C)C(C)(C)C)(C)(C)C. The catalyst is C1C=CC(/C=C/C(/C=C/C2C=CC=CC=2)=O)=CC=1.C1C=CC(/C=C/C(/C=C/C2C=CC=CC=2)=O)=CC=1.[Pd].CCCCCC.C1(C)C=CC=CC=1. The product is [C:14]1([C:15]2[C:16]3[C:21](=[CH:20][CH:19]=[CH:18][CH:17]=3)[C:8]([C:5]3[CH:4]=[CH:3][C:2]([N:36]4[C:37]5[CH:38]=[CH:39][C:40]6[CH:48]=[CH:47][CH:46]=[CH:45][C:41]=6[C:42]=5[C:43]5[C:44]6[CH:28]=[CH:29][CH:30]=[CH:31][C:32]=6[CH:33]=[CH:34][C:35]4=5)=[CH:7][CH:6]=3)=[C:27]3[C:22]=2[CH:23]=[CH:24][CH:25]=[CH:26]3)[CH:13]=[CH:12][CH:11]=[CH:10][CH:9]=1. The yield is 0.700.